From a dataset of Forward reaction prediction with 1.9M reactions from USPTO patents (1976-2016). Predict the product of the given reaction. (1) The product is: [Cl:29][C:10]1[CH:9]=[C:14]([C@@H:3]([OH:1])[CH2:4][NH:8][CH2:7][CH2:6][NH:5][C:9]2[CH:10]=[C:11]([C:15]3[O:16][CH:17]=[CH:18][C:19]=3[C:20]([OH:22])=[O:21])[CH:12]=[CH:13][CH:14]=2)[CH:13]=[CH:25][CH:26]=1. Given the reactants [OH-:1].[NH4+].[CH3:3][C:4]1[N:5]([C:9]2[CH:10]=[C:11]([C:15]3[O:16][CH:17]=[CH:18][C:19]=3[C:20]([O:22]CC)=[O:21])[CH:12]=[CH:13][CH:14]=2)[CH2:6][CH2:7][N:8]=1.[C:25]([O-])(=O)[CH3:26].[ClH:29], predict the reaction product. (2) The product is: [CH2:1]([N:4]([CH2:11][CH:12]=[CH2:13])[C@H:5]1[C@H:6]([NH2:16])[CH2:7][O:8][CH2:9]1)[CH:2]=[CH2:3]. Given the reactants [CH2:1]([N:4]([CH2:11][CH:12]=[CH2:13])[C@@H:5]1[CH2:9][O:8][CH2:7][C@H:6]1O)[CH:2]=[CH2:3].C([N:16](CC)CC)C.S(Cl)(C)(=O)=O.[OH-].[NH4+], predict the reaction product. (3) Given the reactants Cl.[F:2][C:3]([F:17])([F:16])[C:4]1[CH:9]=[CH:8][CH:7]=[CH:6][C:5]=1[CH:10]1[CH2:15][CH2:14][NH:13][CH2:12][CH2:11]1.[CH3:18][C:19]1[N:24]=[N:23][C:22]([C:25](O)=[O:26])=[CH:21][CH:20]=1, predict the reaction product. The product is: [CH3:18][C:19]1[N:24]=[N:23][C:22]([C:25]([N:13]2[CH2:12][CH2:11][CH:10]([C:5]3[CH:6]=[CH:7][CH:8]=[CH:9][C:4]=3[C:3]([F:2])([F:16])[F:17])[CH2:15][CH2:14]2)=[O:26])=[CH:21][CH:20]=1.